Dataset: Peptide-MHC class I binding affinity with 185,985 pairs from IEDB/IMGT. Task: Regression. Given a peptide amino acid sequence and an MHC pseudo amino acid sequence, predict their binding affinity value. This is MHC class I binding data. The peptide sequence is MLNCVGDHQA. The MHC is Mamu-B08 with pseudo-sequence Mamu-B08. The binding affinity (normalized) is 0.